Dataset: Forward reaction prediction with 1.9M reactions from USPTO patents (1976-2016). Task: Predict the product of the given reaction. (1) The product is: [CH3:28][O:27][C:22]1[CH:23]=[C:24]2[C:19](=[CH:20][CH:21]=1)[CH:18]=[C:17]([C:2]1[CH:11]=[CH:10][C:5]([C:6]([OH:8])=[O:7])=[CH:4][C:3]=1[C:12]([F:15])([F:14])[F:13])[CH:26]=[CH:25]2. Given the reactants Br[C:2]1[CH:11]=[CH:10][C:5]([C:6]([O:8]C)=[O:7])=[CH:4][C:3]=1[C:12]([F:15])([F:14])[F:13].Br[C:17]1[CH:26]=[CH:25][C:24]2[C:19](=[CH:20][CH:21]=[C:22]([O:27][CH3:28])[CH:23]=2)[CH:18]=1.C([O-])([O-])=O.[K+].[K+].O, predict the reaction product. (2) Given the reactants [OH:1][N:2]=[C:3]([C:6]1[CH:11]=[CH:10][CH:9]=[C:8]([O:12][C:13]2[CH:18]=[CH:17][CH:16]=[CH:15][CH:14]=2)[CH:7]=1)[C:4]#N.[OH-:19].[K+].[CH2:21]([OH:23])C.Cl, predict the reaction product. The product is: [OH:1]/[N:2]=[C:3](/[C:6]1[CH:11]=[CH:10][CH:9]=[C:8]([O:12][C:13]2[CH:18]=[CH:17][CH:16]=[CH:15][CH:14]=2)[CH:7]=1)\[C:4]([O:23][CH3:21])=[O:19]. (3) Given the reactants C(OC([NH:8][C:9]1[O:17][C:16]2[C:11](=[N:12][CH:13]=[C:14]([CH2:18][N:19]3[CH2:22][CH:21]([F:23])[CH2:20]3)[CH:15]=2)[C:10]=1[C:24]([NH:26][C:27]1[CH:28]=[N:29][CH:30]=[CH:31][C:32]=1[N:33]1[CH2:38][C@H:37]([C:39]([F:42])([F:41])[F:40])[CH2:36][C@H:35]([NH:43]C(=O)OC(C)(C)C)[CH2:34]1)=[O:25])=O)(C)(C)C.Cl.O1CCOCC1, predict the reaction product. The product is: [NH2:8][C:9]1[O:17][C:16]2[C:11](=[N:12][CH:13]=[C:14]([CH2:18][N:19]3[CH2:22][CH:21]([F:23])[CH2:20]3)[CH:15]=2)[C:10]=1[C:24]([NH:26][C:27]1[CH:28]=[N:29][CH:30]=[CH:31][C:32]=1[N:33]1[CH2:38][C@H:37]([C:39]([F:41])([F:42])[F:40])[CH2:36][C@H:35]([NH2:43])[CH2:34]1)=[O:25]. (4) The product is: [CH:46]1([N:39]2[C:40]3[CH:45]=[CH:44][CH:43]=[CH:42][C:41]=3[N:37]([CH2:36][CH2:35][CH2:34][N:15]3[CH2:16][CH2:17][C:12]4([N:8]([C:5]5[CH:4]=[CH:3][C:2]([F:1])=[CH:7][CH:6]=5)[CH2:9][N:10]([CH2:19][C:20]5[CH:21]=[CH:22][CH:30]=[CH:31][C:32]=5[C:52]([O:53][C:12]([CH3:17])([CH3:13])[CH3:11])=[O:55])[C:11]4=[O:18])[CH2:13][CH2:14]3)[C:38]2=[O:49])[CH2:48][CH2:47]1. Given the reactants [F:1][C:2]1[CH:7]=[CH:6][C:5]([N:8]2[C:12]3([CH2:17][CH2:16][NH:15][CH2:14][CH2:13]3)[C:11](=[O:18])[N:10]([CH2:19][C:20]3[CH:21]=[C:22]([CH:30]=[CH:31][CH:32]=3)C(OC(C)(C)C)=O)[CH2:9]2)=[CH:4][CH:3]=1.Cl[CH2:34][CH2:35][CH2:36][N:37]1[C:41]2[CH:42]=[CH:43][CH:44]=[CH:45][C:40]=2[N:39]([CH:46]2[CH2:48][CH2:47]2)[C:38]1=[O:49].[I-].[Na+].[C:52](=[O:55])([O-])[O-:53].[K+].[K+], predict the reaction product.